Task: Predict the product of the given reaction.. Dataset: Forward reaction prediction with 1.9M reactions from USPTO patents (1976-2016) (1) Given the reactants [F:1][C:2]1[C:3]([O:20][CH3:21])=[C:4]([C:8]2([CH2:11][C:12](O)([C:15]([F:18])([F:17])[F:16])[CH:13]=O)[CH2:10][CH2:9]2)[CH:5]=[CH:6][CH:7]=1.[NH2:22][C:23]1[CH:32]=[CH:31][CH:30]=[C:29]2[C:24]=1[CH:25]=[CH:26][C:27](=[O:33])[NH:28]2.O, predict the reaction product. The product is: [F:1][C:2]1[C:3]([O:20][CH3:21])=[C:4]([C:8]2([CH2:11][CH:12]([C:15]([F:18])([F:17])[F:16])[CH2:13][N:22]=[C:23]3[CH:32]=[CH:31][CH:30]=[C:29]4[C:24]3=[CH:25][CH2:26][C:27](=[O:33])[NH:28]4)[CH2:10][CH2:9]2)[CH:5]=[CH:6][CH:7]=1. (2) Given the reactants [H-].[Al+3].[Li+].[H-].[H-].[H-].C[O:8][C:9]([C:11]12[CH2:20][CH:15]3[CH2:16][CH:17]([CH2:19][CH:13]([CH:14]3[NH2:21])[CH2:12]1)[CH2:18]2)=O, predict the reaction product. The product is: [NH2:21][CH:14]1[CH:13]2[CH2:12][C:11]3([CH2:9][OH:8])[CH2:18][CH:17]([CH2:16][CH:15]1[CH2:20]3)[CH2:19]2. (3) Given the reactants [Cl:1][C:2]1[CH:7]=[C:6]([Cl:8])[C:5]([NH:9][C:10]2[S:11][CH2:12][C:13](=[O:15])[N:14]=2)=[CH:4][C:3]=1[NH:16][C:17]([CH:19]1[CH2:22][CH2:21][CH2:20]1)=[O:18].[CH:23]1([C:27](Cl)=O)[CH2:26][CH2:25][CH2:24]1.[OH-].[K+].Cl, predict the reaction product. The product is: [Cl:1][C:2]1[CH:7]=[C:6]([Cl:8])[C:5]([NH:9][C:10]2[S:11]/[C:12](=[CH:7]\[C:2]3[CH:3]=[C:23]4[C:26](=[CH:25][CH:24]=3)[N:9]=[CH:5][CH:4]=[CH:27]4)/[C:13](=[O:15])[N:14]=2)=[CH:4][C:3]=1[NH:16][C:17]([CH:19]1[CH2:20][CH2:21][CH2:22]1)=[O:18]. (4) Given the reactants [CH3:1][C:2]1[C:7]([C:8]([O:10]C)=[O:9])=[C:6]([CH3:12])[N:5]=[CH:4][N:3]=1.[OH-].[Na+].Cl, predict the reaction product. The product is: [CH3:1][C:2]1[C:7]([C:8]([OH:10])=[O:9])=[C:6]([CH3:12])[N:5]=[CH:4][N:3]=1. (5) Given the reactants C([O:8][C@H:9]1[C@H:14]([O:15][CH2:16][C:17]2[CH:22]=[CH:21][CH:20]=[CH:19][CH:18]=2)[C@@H:13]([O:23][CH2:24][C:25]2[CH:30]=[CH:29][CH:28]=[CH:27][CH:26]=2)[C@@:12]([C:33]2[CH:38]=[CH:37][C:36]([Cl:39])=[C:35]([CH2:40][C:41]3[CH:46]=[CH:45][C:44]([O:47][CH2:48][CH3:49])=[CH:43][CH:42]=3)[CH:34]=2)([O:31]C)[O:11][C:10]1([CH2:52]O)[CH2:50][OH:51])C1C=CC=CC=1.O.[C:55]1([CH3:65])[CH:60]=[CH:59][C:58](S(O)(=O)=O)=[CH:57][CH:56]=1, predict the reaction product. The product is: [CH2:65]([O:8][C@H:9]1[C@H:14]([O:15][CH2:16][C:17]2[CH:18]=[CH:19][CH:20]=[CH:21][CH:22]=2)[C@@H:13]([O:23][CH2:24][C:25]2[CH:30]=[CH:29][CH:28]=[CH:27][CH:26]=2)[C@:12]2([C:33]3[CH:38]=[CH:37][C:36]([Cl:39])=[C:35]([CH2:40][C:41]4[CH:46]=[CH:45][C:44]([O:47][CH2:48][CH3:49])=[CH:43][CH:42]=4)[CH:34]=3)[O:11][C@@:10]1([CH2:50][OH:51])[CH2:52][O:31]2)[C:55]1[CH:60]=[CH:59][CH:58]=[CH:57][CH:56]=1. (6) Given the reactants [Br:1][C:2]1[CH:7]=[CH:6][CH:5]=[CH:4][C:3]=1[NH:8][C:9]([NH:11][C:12]1[CH:17]=[CH:16][C:15]([Cl:18])=[C:14]([S:19]([N:22]([CH2:27][CH2:28][O:29]C)[CH2:23][CH2:24][O:25]C)(=[O:21])=[O:20])[C:13]=1[OH:31])=[O:10].[Br-].[Al+3].[Br-].[Br-], predict the reaction product. The product is: [Br:1][C:2]1[CH:7]=[CH:6][CH:5]=[CH:4][C:3]=1[NH:8][C:9]([NH:11][C:12]1[CH:17]=[CH:16][C:15]([Cl:18])=[C:14]([S:19]([N:22]([CH2:23][CH2:24][OH:25])[CH2:27][CH2:28][OH:29])(=[O:21])=[O:20])[C:13]=1[OH:31])=[O:10]. (7) Given the reactants [CH:1]1[C:10]2[C:5](=[CH:6][CH:7]=[CH:8][CH:9]=2)[CH:4]=[CH:3][C:2]=1[S:11]([NH:14][CH2:15][C:16]([OH:18])=O)(=[O:13])=[O:12].[NH2:19][CH2:20][CH2:21][CH2:22][C:23]([O:25][CH3:26])=[O:24], predict the reaction product. The product is: [CH:1]1[C:10]2[C:5](=[CH:6][CH:7]=[CH:8][CH:9]=2)[CH:4]=[CH:3][C:2]=1[S:11]([NH:14][CH2:15][C:16]([NH:19][CH2:20][CH2:21][CH2:22][C:23]([O:25][CH3:26])=[O:24])=[O:18])(=[O:12])=[O:13]. (8) Given the reactants [NH:1]1[CH2:5][CH2:4][C@@H:3]([CH2:6][C:7]2[CH:12]=[CH:11][CH:10]=[CH:9][C:8]=2[S:13]([NH:16][C:17]2[C:26]([C:27]([O:29][CH3:30])=[O:28])=[C:25]3[C:20]([C@H:21]4[CH2:31][C@H:22]4[CH2:23][O:24]3)=[CH:19][CH:18]=2)(=[O:15])=[O:14])[CH2:2]1.[C:32](O[BH-](OC(=O)C)OC(=O)C)(=O)[CH3:33].[Na+].C(=O)C.O, predict the reaction product. The product is: [CH2:32]([N:1]1[CH2:5][CH2:4][C@@H:3]([CH2:6][C:7]2[CH:12]=[CH:11][CH:10]=[CH:9][C:8]=2[S:13]([NH:16][C:17]2[C:26]([C:27]([O:29][CH3:30])=[O:28])=[C:25]3[C:20]([C@H:21]4[CH2:31][C@H:22]4[CH2:23][O:24]3)=[CH:19][CH:18]=2)(=[O:14])=[O:15])[CH2:2]1)[CH3:33]. (9) Given the reactants [Cl:1][C:2]1[CH:3]=[C:4]([N:9]2[C:14](=[O:15])[C:13]([O:16][CH2:17][CH2:18][C:19]([OH:22])([CH3:21])[CH3:20])=[C:12]([C:23]3[CH:28]=[CH:27][C:26]([S:29](C)(=[O:31])=[O:30])=[CH:25][CH:24]=3)[CH:11]=[N:10]2)[CH:5]=[CH:6][C:7]=1[F:8].[NH3:33], predict the reaction product. The product is: [Cl:1][C:2]1[CH:3]=[C:4]([N:9]2[C:14](=[O:15])[C:13]([O:16][CH2:17][CH2:18][C:19]([OH:22])([CH3:21])[CH3:20])=[C:12]([C:23]3[CH:28]=[CH:27][C:26]([S:29]([NH2:33])(=[O:31])=[O:30])=[CH:25][CH:24]=3)[CH:11]=[N:10]2)[CH:5]=[CH:6][C:7]=1[F:8].